Dataset: Forward reaction prediction with 1.9M reactions from USPTO patents (1976-2016). Task: Predict the product of the given reaction. Given the reactants [F:1][C:2]([F:25])([F:24])[C:3]1[CH:8]=[CH:7][N:6]=[C:5]([O:9][C@H:10]2[C@@H:15]3[CH2:16][C@@H:12]([CH2:13][N:14]3C(OC(C)(C)C)=O)[CH2:11]2)[CH:4]=1.Cl, predict the reaction product. The product is: [F:25][C:2]([F:1])([F:24])[C:3]1[CH:8]=[CH:7][N:6]=[C:5]([O:9][C@H:10]2[C@@H:15]3[CH2:16][C@@H:12]([CH2:13][NH:14]3)[CH2:11]2)[CH:4]=1.